Predict which catalyst facilitates the given reaction. From a dataset of Catalyst prediction with 721,799 reactions and 888 catalyst types from USPTO. (1) Reactant: [NH2:1][CH2:2][C:3]1[CH:11]=[CH:10][C:6]([C:7]([OH:9])=[O:8])=[CH:5][CH:4]=1.[F:12][C:13]([F:24])([F:23])[C:14](O[C:14](=[O:15])[C:13]([F:24])([F:23])[F:12])=[O:15]. Product: [F:12][C:13]([F:24])([F:23])[C:14]([NH:1][CH2:2][C:3]1[CH:4]=[CH:5][C:6]([C:7]([OH:9])=[O:8])=[CH:10][CH:11]=1)=[O:15]. The catalyst class is: 124. (2) Reactant: C([O:8][N:9]1[C:15](=[O:16])[N:14]2[CH2:17][C@@H:10]1[CH2:11][CH2:12][C@@H:13]2[C:18]([NH:20][N:21]([CH3:26])[C:22](=[O:25])[CH2:23][CH3:24])=[O:19])C1C=CC=CC=1.[H][H]. Product: [OH:8][N:9]1[C:15](=[O:16])[N:14]2[CH2:17][C@@H:10]1[CH2:11][CH2:12][C@@H:13]2[C:18]([NH:20][N:21]([CH3:26])[C:22](=[O:25])[CH2:23][CH3:24])=[O:19]. The catalyst class is: 19. (3) Reactant: [CH:1]1([N:4]2[C:13]3[C:8](=[CH:9][C:10]([F:16])=[C:11](F)[C:12]=3[CH3:14])[C:7](=[O:17])[NH:6][C:5]2=[O:18])[CH2:3][CH2:2]1.[C:19]([O:23][C:24](=[O:26])[NH2:25])([CH3:22])([CH3:21])[CH3:20].[Cl-].[NH4+:28]. Product: [C:19]([O:23][C:24](=[O:26])[NH:25][C@H:9]([C@@H:8]1[CH2:13][CH2:12][N:28]([C:11]2[C:12]([CH3:14])=[C:13]3[C:8]([C:7](=[O:17])[NH:6][C:5](=[O:18])[N:4]3[CH:1]3[CH2:3][CH2:2]3)=[CH:9][C:10]=2[F:16])[CH2:7]1)[CH3:10])([CH3:22])([CH3:21])[CH3:20]. The catalyst class is: 58. (4) Reactant: [F:1][C:2]([F:29])([F:28])[C:3]1[CH:8]=[CH:7][C:6]([C:9]2[CH:14]=[CH:13][CH:12]=[C:11]([CH2:15][CH:16]3[C:23]4[CH:22]=[C:21]([C:24]([O:26]C)=[O:25])[NH:20][C:19]=4[CH2:18][CH2:17]3)[CH:10]=2)=[CH:5][CH:4]=1.[OH-].[Li+].CO. Product: [F:29][C:2]([F:1])([F:28])[C:3]1[CH:8]=[CH:7][C:6]([C:9]2[CH:14]=[CH:13][CH:12]=[C:11]([CH2:15][CH:16]3[C:23]4[CH:22]=[C:21]([C:24]([OH:26])=[O:25])[NH:20][C:19]=4[CH2:18][CH2:17]3)[CH:10]=2)=[CH:5][CH:4]=1. The catalyst class is: 1. (5) Reactant: C([O:3][C:4]([C:6]1[N:7]=[CH:8][S:9][C:10]=1[NH:11][CH:12]([C:14]1[CH:19]=[CH:18][CH:17]=[CH:16][CH:15]=1)[CH3:13])=[O:5])C. Product: [C:14]1([CH:12]([NH:11][C:10]2[S:9][CH:8]=[N:7][C:6]=2[C:4]([OH:5])=[O:3])[CH3:13])[CH:19]=[CH:18][CH:17]=[CH:16][CH:15]=1. The catalyst class is: 494. (6) Reactant: [Cl:1][C:2]1[CH:7]=[C:6]([N+:8]([O-])=O)[CH:5]=[CH:4][C:3]=1[C:11]1[N:15]([CH3:16])[N:14]=[CH:13][N:12]=1.[Cl-].[NH4+].CO. Product: [Cl:1][C:2]1[CH:7]=[C:6]([CH:5]=[CH:4][C:3]=1[C:11]1[N:15]([CH3:16])[N:14]=[CH:13][N:12]=1)[NH2:8]. The catalyst class is: 150. (7) Reactant: [C:1]([NH:20][C@H:21]([CH2:24][CH3:25])[CH:22]=[O:23])([C:14]1[CH:19]=[CH:18][CH:17]=[CH:16][CH:15]=1)([C:8]1[CH:13]=[CH:12][CH:11]=[CH:10][CH:9]=1)[C:2]1[CH:7]=[CH:6][CH:5]=[CH:4][CH:3]=1.[CH2:26]([Mg]Br)[CH3:27].O. Product: [C:1]([NH:20][C@@H:21]([CH2:24][CH3:25])[CH:22]([OH:23])[CH2:26][CH3:27])([C:8]1[CH:13]=[CH:12][CH:11]=[CH:10][CH:9]=1)([C:14]1[CH:15]=[CH:16][CH:17]=[CH:18][CH:19]=1)[C:2]1[CH:7]=[CH:6][CH:5]=[CH:4][CH:3]=1. The catalyst class is: 28. (8) Reactant: N([C:8]([O:10][CH2:11][CH3:12])=[O:9])=N[C:8]([O:10][CH2:11][CH3:12])=[O:9].[CH2:13]([O:15][C:16](=[O:29])[C@@H:17]([O:26][CH2:27][CH3:28])[CH2:18][C:19]1[CH:24]=[CH:23][C:22](O)=[CH:21][CH:20]=1)[CH3:14].[OH:30][CH2:31]/[CH:32]=[C:33](\[CH3:55])/[C:34]#[C:35][C:36]1[CH:41]=[CH:40][C:39]([C:42]2[CH:47]=[CH:46][C:45]([C:48]#[C:49]/[C:50](/[CH3:54])=[CH:51]/[CH2:52][OH:53])=[CH:44][CH:43]=2)=[CH:38][CH:37]=1.[C:69]1(P([C:69]2[CH:74]=[CH:73][CH:72]=[CH:71][CH:70]=2)[C:69]2[CH:74]=[CH:73][CH:72]=[CH:71][CH:70]=2)[CH:74]=[CH:73][CH:72]=[CH:71][CH:70]=1. Product: [CH2:11]([O:10][C:8](=[O:9])[C@@H:13]([O:15][CH2:16][CH3:17])[CH2:14][C:69]1[CH:70]=[CH:71][C:72]([O:30][CH2:31]/[CH:32]=[C:33](\[CH3:55])/[C:34]#[C:35][C:36]2[CH:41]=[CH:40][C:39]([C:42]3[CH:43]=[CH:44][C:45]([C:48]#[C:49]/[C:50](/[CH3:54])=[CH:51]/[CH2:52][O:53][C:22]4[CH:23]=[CH:24][C:19]([CH2:18][C@H:17]([O:26][CH2:27][CH3:28])[C:16]([O:15][CH2:13][CH3:14])=[O:29])=[CH:20][CH:21]=4)=[CH:46][CH:47]=3)=[CH:38][CH:37]=2)=[CH:73][CH:74]=1)[CH3:12]. The catalyst class is: 20.